This data is from Full USPTO retrosynthesis dataset with 1.9M reactions from patents (1976-2016). The task is: Predict the reactants needed to synthesize the given product. (1) The reactants are: C1(P(C2C=CC=CC=2)C2C=CC=CC=2)C=CC=CC=1.N#N.CCOC(/N=N/C(OCC)=O)=O.BrCCBr.[F:38][C:39]1[CH:40]=[C:41]([OH:49])[CH:42]=[C:43]([S:45]([CH3:48])(=[O:47])=[O:46])[CH:44]=1.[C:50]([NH:57][CH2:58][CH2:59]O)([O:52][C:53]([CH3:56])([CH3:55])[CH3:54])=[O:51]. Given the product [F:38][C:39]1[CH:40]=[C:41]([CH:42]=[C:43]([S:45]([CH3:48])(=[O:46])=[O:47])[CH:44]=1)[O:49][CH2:59][CH2:58][NH:57][C:50](=[O:51])[O:52][C:53]([CH3:56])([CH3:55])[CH3:54], predict the reactants needed to synthesize it. (2) Given the product [F:9][C:8]([F:11])([F:10])[CH2:7][CH2:6][C@@H:2]([OH:12])[C:3]([OH:5])=[O:4], predict the reactants needed to synthesize it. The reactants are: N[C@H:2]([CH2:6][CH2:7][C:8]([F:11])([F:10])[F:9])[C:3]([OH:5])=[O:4].[OH:12]S(O)(=O)=O.N([O-])=O.[Na+]. (3) Given the product [CH2:8]([O:10][C:11](=[O:23])[CH2:12][CH2:13][CH2:14][CH2:15][CH2:16][CH2:17][C:18]([NH2:19])=[N:33][NH:32][C:24](=[O:31])[C:25]1[CH:30]=[CH:29][CH:28]=[CH:27][CH:26]=1)[CH3:9], predict the reactants needed to synthesize it. The reactants are: C(N(CC)CC)C.[CH2:8]([O:10][C:11](=[O:23])[CH2:12][CH2:13][CH2:14][CH2:15][CH2:16][CH2:17][C:18](OCC)=[NH:19])[CH3:9].[C:24]([NH:32][NH2:33])(=[O:31])[C:25]1[CH:30]=[CH:29][CH:28]=[CH:27][CH:26]=1.